This data is from Forward reaction prediction with 1.9M reactions from USPTO patents (1976-2016). The task is: Predict the product of the given reaction. (1) The product is: [Cl:30][C:17]1[CH:16]=[C:15]([N:6]([C:7]2[CH:12]=[CH:11][C:10]([F:13])=[CH:9][C:8]=2[CH3:14])[C:5]([O:4][CH:2]([O:43][C:32](=[O:42])[CH2:33][CH2:34][CH2:35][CH2:36][CH2:37][CH2:38][CH2:39][CH2:40][CH3:41])[CH3:3])=[O:31])[CH:20]=[CH:19][C:18]=1[C:21](=[O:29])[C:22]1[CH:27]=[CH:26][CH:25]=[CH:24][C:23]=1[CH3:28]. Given the reactants Cl[CH:2]([O:4][C:5](=[O:31])[N:6]([C:15]1[CH:20]=[CH:19][C:18]([C:21](=[O:29])[C:22]2[CH:27]=[CH:26][CH:25]=[CH:24][C:23]=2[CH3:28])=[C:17]([Cl:30])[CH:16]=1)[C:7]1[CH:12]=[CH:11][C:10]([F:13])=[CH:9][C:8]=1[CH3:14])[CH3:3].[C:32]([O-:43])(=[O:42])[CH2:33][CH2:34][CH2:35][CH2:36][CH2:37][CH2:38][CH2:39][CH2:40][CH3:41].C([N+](CCCC)(CCCC)CCCC)CCC, predict the reaction product. (2) Given the reactants [C:1]([C:5]1[CH:6]=[C:7]([C:11]([NH:13][NH2:14])=[O:12])[N:8]([CH3:10])[N:9]=1)([CH3:4])([CH3:3])[CH3:2].[Cl:15][C:16]1[CH:21]=[CH:20][C:19]([S:22]([C:25]2([C:28](O)=O)[CH2:27][CH2:26]2)(=[O:24])=[O:23])=[CH:18][CH:17]=1.P(Cl)(Cl)(Cl)=O, predict the reaction product. The product is: [C:1]([C:5]1[CH:6]=[C:7]([C:11]2[O:12][C:28]([C:25]3([S:22]([C:19]4[CH:20]=[CH:21][C:16]([Cl:15])=[CH:17][CH:18]=4)(=[O:24])=[O:23])[CH2:27][CH2:26]3)=[N:14][N:13]=2)[N:8]([CH3:10])[N:9]=1)([CH3:4])([CH3:2])[CH3:3]. (3) Given the reactants [CH2:1]([N:4]1[CH2:8][C:7](=[O:9])[NH:6][C:5]1=[O:10])[CH:2]=[CH2:3].ClC1C=C(C(OO)=[O:19])C=CC=1.S(=O)(O)[O-], predict the reaction product. The product is: [O:19]1[CH2:3][CH:2]1[CH2:1][N:4]1[CH2:8][C:7](=[O:9])[NH:6][C:5]1=[O:10]. (4) Given the reactants [N:1]1([CH2:6][C:7]2[S:11][C:10]([C:12]3[CH:17]=[C:16]([O:18][C:19]([F:22])([F:21])[F:20])[CH:15]=[CH:14][C:13]=3[S:23]([NH2:26])(=[O:25])=[O:24])=[N:9][CH:8]=2)[CH:5]=[CH:4][N:3]=[CH:2]1.Cl[C:28]([O:30][CH2:31][CH2:32][CH2:33][CH3:34])=[O:29], predict the reaction product. The product is: [CH2:31]([O:30][C:28](=[O:29])[NH:26][S:23]([C:13]1[CH:14]=[CH:15][C:16]([O:18][C:19]([F:21])([F:22])[F:20])=[CH:17][C:12]=1[C:10]1[S:11][C:7]([CH2:6][N:1]2[CH:5]=[CH:4][N:3]=[CH:2]2)=[CH:8][N:9]=1)(=[O:24])=[O:25])[CH2:32][CH2:33][CH3:34]. (5) Given the reactants [CH3:1][C:2]1[CH:6]=[C:5](/[CH:7]=[CH:8]/[C:9](=[O:26])[NH:10][CH:11]([C:16]2[CH:21]=[CH:20][CH:19]=[C:18]([C:22]([F:25])([F:24])[F:23])[CH:17]=2)[C:12]([F:15])([F:14])[F:13])[S:4][C:3]=1[C:27]([OH:29])=O.CN(C(ON1N=NC2[CH:41]=[CH:42][CH:43]=[N:44]C1=2)=[N+](C)C)C.F[P-](F)(F)(F)(F)F.C1(N)CC1.C(N(CC)CC)C, predict the reaction product. The product is: [CH:43]1([NH:44][C:27]([C:3]2[S:4][C:5](/[CH:7]=[CH:8]/[C:9](=[O:26])[NH:10][CH:11]([C:16]3[CH:21]=[CH:20][CH:19]=[C:18]([C:22]([F:24])([F:23])[F:25])[CH:17]=3)[C:12]([F:13])([F:14])[F:15])=[CH:6][C:2]=2[CH3:1])=[O:29])[CH2:41][CH2:42]1. (6) Given the reactants BrC1C=C(/C=C/C(OCC)=O)C=CC=1.[Br:15][C:16]1[CH:17]=[C:18](/[CH:22]=[CH:23]\[C:24]([O:26][CH2:27][CH3:28])=[O:25])[CH:19]=[N:20][CH:21]=1.[BH4-].[Na+], predict the reaction product. The product is: [Br:15][C:16]1[CH:17]=[C:18]([CH2:22][CH2:23][C:24]([O:26][CH2:27][CH3:28])=[O:25])[CH:19]=[N:20][CH:21]=1. (7) Given the reactants [C:1]([N:4]1[C:12]2[C:7](=[CH:8][CH:9]=[C:10]([NH:13][C:14](=[O:22])[C:15]3[CH:20]=[CH:19][CH:18]=[N:17][C:16]=3F)[CH:11]=2)[C:6]([CH3:24])([CH3:23])[CH2:5]1)(=[O:3])[CH3:2].Cl.Cl.[NH:27]1[C:31]2=[N:32][CH:33]=[CH:34][C:35]([CH2:36][NH2:37])=[C:30]2[CH:29]=[CH:28]1, predict the reaction product. The product is: [C:1]([N:4]1[C:12]2[C:7](=[CH:8][CH:9]=[C:10]([NH:13][C:14](=[O:22])[C:15]3[CH:20]=[CH:19][CH:18]=[N:17][C:16]=3[NH:37][CH2:36][C:35]3[CH:34]=[CH:33][N:32]=[C:31]4[NH:27][CH:28]=[CH:29][C:30]=34)[CH:11]=2)[C:6]([CH3:24])([CH3:23])[CH2:5]1)(=[O:3])[CH3:2]. (8) Given the reactants [CH2:1]([O:8][C:9]1[C:10]([C:18]([OH:20])=O)=[N:11][NH:12][C:13]=1[C:14]([O:16][CH3:17])=[O:15])[C:2]1[CH:7]=[CH:6][CH:5]=[CH:4][CH:3]=1.C1C=NC2N(O)N=NC=2C=1.[CH3:31][NH:32][CH2:33][C@@H:34]([C:36]1[CH:41]=[CH:40][CH:39]=[CH:38][CH:37]=1)[OH:35].C(N(CC)CC)C.C(Cl)CCl, predict the reaction product. The product is: [CH2:1]([O:8][C:9]1[C:13]([C:14]([O:16][CH3:17])=[O:15])=[N:12][NH:11][C:10]=1[C:18]([N:32]([CH2:33][C@H:34]([OH:35])[C:36]1[CH:41]=[CH:40][CH:39]=[CH:38][CH:37]=1)[CH3:31])=[O:20])[C:2]1[CH:3]=[CH:4][CH:5]=[CH:6][CH:7]=1. (9) Given the reactants CO[C:3]([C:5]1[S:6][C:7]([C:27]2[CH:32]=[CH:31][CH:30]=[CH:29][CH:28]=2)=[CH:8][C:9]=1[NH:10][C:11]([NH:13][CH:14]1[CH2:19][CH2:18][N:17]([C:20]([O:22][C:23]([CH3:26])([CH3:25])[CH3:24])=[O:21])[CH2:16][CH2:15]1)=[O:12])=[O:4].C[O-].[Na+].C(O)(=O)CC(CC(O)=O)(C(O)=O)O, predict the reaction product. The product is: [O:12]=[C:11]1[NH:10][C:9]2[CH:8]=[C:7]([C:27]3[CH:28]=[CH:29][CH:30]=[CH:31][CH:32]=3)[S:6][C:5]=2[C:3](=[O:4])[N:13]1[CH:14]1[CH2:19][CH2:18][N:17]([C:20]([O:22][C:23]([CH3:26])([CH3:24])[CH3:25])=[O:21])[CH2:16][CH2:15]1.